Dataset: Forward reaction prediction with 1.9M reactions from USPTO patents (1976-2016). Task: Predict the product of the given reaction. (1) The product is: [Br:1][C:2]1[CH:7]=[CH:6][CH:5]=[CH:4][C:3]=1[C:8](=[N:11][OH:12])[CH3:9]. Given the reactants [Br:1][C:2]1[CH:7]=[CH:6][CH:5]=[CH:4][C:3]=1[C:8](=O)[CH3:9].[NH2:11][OH:12].O, predict the reaction product. (2) The product is: [Cl:22][C:19]1[CH:20]=[CH:21][C:16]([C:8]2[C:7]([CH2:6][O:5][C:28]3[CH:27]=[CH:26][C:25]([CH2:32][CH2:33][C:34]([O:36][CH2:37][CH3:38])=[O:35])=[C:24]([F:23])[C:29]=3[F:30])=[C:11]([C:12]([F:15])([F:14])[F:13])[S:10][N:9]=2)=[CH:17][CH:18]=1. Given the reactants CS([O:5][CH2:6][C:7]1[C:8]([C:16]2[CH:21]=[CH:20][C:19]([Cl:22])=[CH:18][CH:17]=2)=[N:9][S:10][C:11]=1[C:12]([F:15])([F:14])[F:13])(=O)=O.[F:23][C:24]1[C:29]([F:30])=[C:28](O)[CH:27]=[CH:26][C:25]=1[CH2:32][CH2:33][C:34]([O:36][CH2:37][CH3:38])=[O:35].C(=O)([O-])[O-].[K+].[K+], predict the reaction product. (3) The product is: [CH2:15]([O:11][CH:8]([C:3]1[CH:4]=[CH:5][CH:6]=[CH:7][C:2]=1[Cl:1])[C:9]#[CH:10])[CH2:16][CH3:17]. Given the reactants [Cl:1][C:2]1[CH:7]=[CH:6][CH:5]=[CH:4][C:3]=1[CH:8]([OH:11])[C:9]#[CH:10].[H-].[Na+].Br[CH2:15][CH2:16][CH3:17], predict the reaction product. (4) Given the reactants [Cl:1][C:2]1[CH:3]=[C:4]([N:8]2[C:12]([C:13]3[CH:18]=[CH:17][CH:16]=[CH:15][C:14]=3[F:19])=[CH:11][C:10]([C:20]([OH:22])=O)=[N:9]2)[CH:5]=[CH:6][CH:7]=1.ClC1C=C(N2C(C3C=C(F)C=C(Cl)C=3)=CC(C([N:46]3[CH2:50][C:49](=[O:51])[NH:48][CH2:47]3)=O)=N2)C=CC=1F, predict the reaction product. The product is: [Cl:1][C:2]1[CH:3]=[C:4]([N:8]2[C:12]([C:13]3[CH:18]=[CH:17][CH:16]=[CH:15][C:14]=3[F:19])=[CH:11][C:10]([C:20]([N:46]3[CH2:50][C:49](=[O:51])[NH:48][CH2:47]3)=[O:22])=[N:9]2)[CH:5]=[CH:6][CH:7]=1. (5) Given the reactants [CH3:1][C:2]1[O:6][C:5]([C:7]2[CH:12]=[CH:11][CH:10]=[CH:9][CH:8]=2)=[N:4][C:3]=1[CH2:13][OH:14].[H-].[Na+].Cl[C:18]1[CH:23]=[C:22]([C:24]([O:26][CH3:27])=[O:25])[CH:21]=[CH:20][N:19]=1.O, predict the reaction product. The product is: [CH3:1][C:2]1[O:6][C:5]([C:7]2[CH:12]=[CH:11][CH:10]=[CH:9][CH:8]=2)=[N:4][C:3]=1[CH2:13][O:14][C:18]1[CH:23]=[C:22]([C:24]([O:26][CH3:27])=[O:25])[CH:21]=[CH:20][N:19]=1. (6) Given the reactants C(Cl)(=O)C.[NH:5]1[CH2:8][CH:7]([CH2:9][CH2:10][CH2:11][CH2:12][NH:13][C:14]([N:16]2[CH2:24][C:23]3[CH:22]=[CH:21][N:20]=[CH:19][C:18]=3[CH2:17]2)=[O:15])[CH2:6]1.NC1C=C2C(=CC=1)CN(C(N[C:38]1[CH:43]=[CH:42][C:41]([C:44](=[O:49])NCCC)=[CH:40][CH:39]=1)=O)C2, predict the reaction product. The product is: [C:44]([N:5]1[CH2:8][CH:7]([CH2:9][CH2:10][CH2:11][CH2:12][NH:13][C:14]([N:16]2[CH2:24][C:23]3[CH:22]=[CH:21][N:20]=[CH:19][C:18]=3[CH2:17]2)=[O:15])[CH2:6]1)(=[O:49])[C:41]1[CH:42]=[CH:43][CH:38]=[CH:39][CH:40]=1. (7) Given the reactants [N:1]1[CH:6]=[CH:5][C:4]([N:7]2[CH2:16][CH2:15][C:10]3([CH2:14][NH:13][CH2:12][CH2:11]3)[CH2:9][CH2:8]2)=[CH:3][CH:2]=1.CCN(C(C)C)C(C)C.CN(C(ON1N=NC2C=CC=CC1=2)=[N+](C)C)C.F[P-](F)(F)(F)(F)F.[CH2:50]([O:52][C:53](=[O:68])[C@@H:54]([NH:60][C:61]([O:63][CH2:64][CH2:65][CH2:66][CH3:67])=[O:62])[CH2:55][CH2:56][C:57](O)=[O:58])[CH3:51], predict the reaction product. The product is: [CH2:64]([O:63][C:61]([NH:60][C@@H:54]([CH2:55][CH2:56][C:57](=[O:58])[N:13]1[CH2:12][CH2:11][C:10]2([CH2:15][CH2:16][N:7]([C:4]3[CH:3]=[CH:2][N:1]=[CH:6][CH:5]=3)[CH2:8][CH2:9]2)[CH2:14]1)[C:53]([O:52][CH2:50][CH3:51])=[O:68])=[O:62])[CH2:65][CH2:66][CH3:67].